This data is from Reaction yield outcomes from USPTO patents with 853,638 reactions. The task is: Predict the reaction yield, written as a fraction of the theoretical maximum amount of product (1.0 means a 100% yield; for example, 0.34 means a 34% yield). (1) The reactants are [NH2:1][C:2]1[NH:6][N:5]=[C:4]([CH3:7])[C:3]=1[C:8]#[N:9].[O:10]1[C:14]2[CH:15]=[CH:16][C:17]([C:19](=O)[CH2:20][C:21](OCC)=[O:22])=[CH:18][C:13]=2[O:12][CH2:11]1. The catalyst is CCCCO.CC1C=CC(S(O)(=O)=O)=CC=1. The product is [O:10]1[C:14]2[CH:15]=[CH:16][C:17]([C:19]3[NH:1][C:2]4[N:6]([N:5]=[C:4]([CH3:7])[C:3]=4[C:8]#[N:9])[C:21](=[O:22])[CH:20]=3)=[CH:18][C:13]=2[O:12][CH2:11]1. The yield is 0.750. (2) The reactants are [S:1]1[CH:5]=[CH:4][CH:3]=[C:2]1[S:6]([NH:9][C:10]1[CH:11]=[CH:12][CH:13]=[C:14]2[C:18]=1[NH:17][C:16]([C:19]1[S:20][CH:21]([CH2:24][C:25]([O:27]CC)=[O:26])[CH2:22][N:23]=1)=[CH:15]2)(=[O:8])=[O:7].[OH-].[K+].Cl. The catalyst is O1CCCC1.CO. The product is [S:1]1[CH:5]=[CH:4][CH:3]=[C:2]1[S:6]([NH:9][C:10]1[CH:11]=[CH:12][CH:13]=[C:14]2[C:18]=1[NH:17][C:16]([C:19]1[S:20][CH:21]([CH2:24][C:25]([OH:27])=[O:26])[CH2:22][N:23]=1)=[CH:15]2)(=[O:8])=[O:7]. The yield is 0.560. (3) The reactants are [CH3:1][C:2]1[N:6]=[C:5]([CH2:7][CH:8]2[CH2:13][CH2:12][CH:11]([C:14]3[S:15][C:16]([C:19]4[CH:25]=[CH:24][C:22]([NH2:23])=[CH:21][CH:20]=4)=[CH:17][N:18]=3)[CH2:10][CH2:9]2)[O:4][N:3]=1.[F:26][C:27]1[CH:35]=[CH:34][CH:33]=[C:32]([F:36])[C:28]=1[C:29](Cl)=[O:30]. No catalyst specified. The product is [F:26][C:27]1[CH:35]=[CH:34][CH:33]=[C:32]([F:36])[C:28]=1[C:29]([NH:23][C:22]1[CH:21]=[CH:20][C:19]([C:16]2[S:15][C:14]([CH:11]3[CH2:12][CH2:13][CH:8]([CH2:7][C:5]4[O:4][N:3]=[C:2]([CH3:1])[N:6]=4)[CH2:9][CH2:10]3)=[N:18][CH:17]=2)=[CH:25][CH:24]=1)=[O:30]. The yield is 0.700. (4) The reactants are C([O-])([O-])=O.[K+].[K+].[C:7]([C:10]1[CH:15]=[CH:14][CH:13]=[CH:12][C:11]=1[NH:16][C:17](=O)[CH2:18][N:19]1[C:27](=[O:28])[C:26]2[C:21](=[CH:22][CH:23]=[CH:24][CH:25]=2)[C:20]1=[O:29])(=O)[CH3:8].Cl.O=P(Cl)(Cl)[Cl:34]. The catalyst is CN(C=O)C.C1(C)C=CC=CC=1. The product is [Cl:34][C:17]1[C:18]([N:19]2[C:27](=[O:28])[C:26]3[C:21](=[CH:22][CH:23]=[CH:24][CH:25]=3)[C:20]2=[O:29])=[C:7]([CH3:8])[C:10]2[C:11](=[CH:12][CH:13]=[CH:14][CH:15]=2)[N:16]=1. The yield is 0.790. (5) The reactants are Br[C:2]1[N:7]2[N:8]=[C:9]([NH2:11])[N:10]=[C:6]2[CH:5]=[CH:4][CH:3]=1.B([C:15]1[CH:20]=[CH:19][C:18]([CH2:21][N:22]2[CH2:27][CH2:26][S:25](=[O:29])(=[O:28])[CH2:24][CH2:23]2)=[CH:17][CH:16]=1)(O)O. No catalyst specified. The product is [O:29]=[S:25]1(=[O:28])[CH2:26][CH2:27][N:22]([CH2:21][C:18]2[CH:19]=[CH:20][C:15]([C:2]3[N:7]4[N:8]=[C:9]([NH2:11])[N:10]=[C:6]4[CH:5]=[CH:4][CH:3]=3)=[CH:16][CH:17]=2)[CH2:23][CH2:24]1. The yield is 0.790. (6) The reactants are [CH3:1][C:2]1[N:3]=[C:4]([NH:11][C:12](=[O:20])OC2C=CC=CC=2)[C:5]([O:9][CH3:10])=[N:6][C:7]=1[CH3:8].[F:21][C:22]1[CH:23]=[C:24]([N:29]2[CH2:34][CH2:33][NH:32][CH2:31][CH2:30]2)[CH:25]=[C:26]([F:28])[CH:27]=1. No catalyst specified. The product is [CH3:1][C:2]1[N:3]=[C:4]([NH:11][C:12]([N:32]2[CH2:31][CH2:30][N:29]([C:24]3[CH:23]=[C:22]([F:21])[CH:27]=[C:26]([F:28])[CH:25]=3)[CH2:34][CH2:33]2)=[O:20])[C:5]([O:9][CH3:10])=[N:6][C:7]=1[CH3:8]. The yield is 0.780. (7) The reactants are [O:1]=[C:2]1[C:7]([CH2:8][C:9]2[CH:14]=[CH:13][C:12]([C:15]3[CH:20]=[CH:19][CH:18]=[CH:17][C:16]=3[C:21]3[NH:25][C:24](=[O:26])[O:23][N:22]=3)=[CH:11][CH:10]=2)=[C:6]([CH2:27][CH2:28][CH3:29])[N:5]2[N:30]=[CH:31][N:32]=[C:4]2[N:3]1[C@H:33]1[CH2:38][CH2:37][C@H:36]([O:39][CH2:40][C:41]2([C:45]([NH2:47])=O)[CH2:44][CH2:43][CH2:42]2)[CH2:35][CH2:34]1.N1C=CC=CC=1.FC(F)(F)C(OC(=O)C(F)(F)F)=O. The catalyst is O1CCCC1.C(OCC)(=O)C. The product is [O:1]=[C:2]1[C:7]([CH2:8][C:9]2[CH:14]=[CH:13][C:12]([C:15]3[CH:20]=[CH:19][CH:18]=[CH:17][C:16]=3[C:21]3[NH:25][C:24](=[O:26])[O:23][N:22]=3)=[CH:11][CH:10]=2)=[C:6]([CH2:27][CH2:28][CH3:29])[N:5]2[N:30]=[CH:31][N:32]=[C:4]2[N:3]1[C@H:33]1[CH2:34][CH2:35][C@H:36]([O:39][CH2:40][C:41]2([C:45]#[N:47])[CH2:44][CH2:43][CH2:42]2)[CH2:37][CH2:38]1. The yield is 0.690.